This data is from Reaction yield outcomes from USPTO patents with 853,638 reactions. The task is: Predict the reaction yield, written as a fraction of the theoretical maximum amount of product (1.0 means a 100% yield; for example, 0.34 means a 34% yield). (1) The product is [CH3:7][O:8][C:9]1[CH:10]=[C:11](/[CH:12]=[CH:28]/[C:29]([NH:31][C:32]2[CH:40]=[CH:39][CH:38]=[CH:37][C:33]=2[C:34]([OH:36])=[O:35])=[O:30])[CH:14]=[CH:15][C:16]=1[O:17][CH2:18][C:19]1[CH:20]=[N:21][CH:22]=[CH:23][CH:24]=1. The yield is 0.440. The catalyst is C1(C)C=CC=CC=1. The reactants are N1CCCCC1.[CH3:7][O:8][C:9]1[CH:10]=[C:11]([CH:14]=[CH:15][C:16]=1[O:17][CH2:18][C:19]1[CH:20]=[N:21][CH:22]=[CH:23][CH:24]=1)[CH:12]=O.C([CH2:28][C:29]([NH:31][C:32]1[CH:40]=[CH:39][CH:38]=[CH:37][C:33]=1[C:34]([OH:36])=[O:35])=[O:30])(O)=O.CC(O)=O. (2) The reactants are [Br:1][C:2]1[C:3]([CH3:8])=[N:4][CH:5]=[CH:6][CH:7]=1.ClC1C=CC=C(C(OO)=[O:17])C=1. The catalyst is C(Cl)Cl.C(OCC)(=O)C. The product is [Br:1][C:2]1[C:3]([CH3:8])=[N+:4]([O-:17])[CH:5]=[CH:6][CH:7]=1. The yield is 0.610. (3) The reactants are [CH:1]1([N:4]2[C:13]3[C:8](=[CH:9][C:10]([F:17])=[C:11](F)[C:12]=3[O:14][CH3:15])[C:7](=[O:18])[C:6]([C:19]([OH:21])=[O:20])=[CH:5]2)[CH2:3][CH2:2]1.[CH3:22][CH:23]1[CH2:28][NH:27][CH2:26][CH2:25][NH:24]1.O. The catalyst is CS(C)=O. The product is [CH3:22][CH:23]1[NH:24][CH2:25][CH2:26][N:27]([C:11]2[C:12]([O:14][CH3:15])=[C:13]3[N:4]([CH:1]4[CH2:3][CH2:2]4)[CH:5]=[C:6]([C:19]([OH:21])=[O:20])[C:7](=[O:18])[C:8]3=[CH:9][C:10]=2[F:17])[CH2:28]1. The yield is 0.680. (4) The reactants are [CH3:1][O:2][C:3](=[O:23])[NH:4][CH:5]([C:9]([N:11]1[CH2:15][CH2:14][CH2:13][CH:12]1[C:16]1[NH:17][C:18]([C:21]#[CH:22])=[CH:19][N:20]=1)=[O:10])[CH:6]([CH3:8])[CH3:7].[CH3:24][O:25][C:26](=[O:55])[NH:27][CH:28]([C:32]([N:34]1[CH2:38][CH2:37][CH2:36][CH:35]1[C:39]1[NH:43][C:42]2[CH:44]=[C:45]([C:48]3[CH:53]=[CH:52][C:51](Br)=[CH:50][CH:49]=3)[CH:46]=[CH:47][C:41]=2[N:40]=1)=[O:33])[CH:29]([CH3:31])[CH3:30].C(N(CC)CC)C.O. The catalyst is CN(C=O)C.C1C=CC([P]([Pd]([P](C2C=CC=CC=2)(C2C=CC=CC=2)C2C=CC=CC=2)([P](C2C=CC=CC=2)(C2C=CC=CC=2)C2C=CC=CC=2)[P](C2C=CC=CC=2)(C2C=CC=CC=2)C2C=CC=CC=2)(C2C=CC=CC=2)C2C=CC=CC=2)=CC=1.[Cu]I. The product is [CH3:24][O:25][C:26](=[O:55])[NH:27][CH:28]([C:32]([N:34]1[CH2:38][CH2:37][CH2:36][CH:35]1[C:39]1[NH:43][C:42]2[CH:44]=[C:45]([C:48]3[CH:53]=[CH:52][C:51]([C:22]#[C:21][C:18]4[NH:17][C:16]([CH:12]5[CH2:13][CH2:14][CH2:15][N:11]5[C:9](=[O:10])[CH:5]([NH:4][C:3]([O:2][CH3:1])=[O:23])[CH:6]([CH3:8])[CH3:7])=[N:20][CH:19]=4)=[CH:50][CH:49]=3)[CH:46]=[CH:47][C:41]=2[N:40]=1)=[O:33])[CH:29]([CH3:31])[CH3:30]. The yield is 0.110.